From a dataset of Forward reaction prediction with 1.9M reactions from USPTO patents (1976-2016). Predict the product of the given reaction. (1) Given the reactants [CH3:1][C:2]1[N:7]=[C:6]2[O:8][CH2:9][CH2:10][CH2:11][C:5]2=[N:4][C:3]=1[OH:12].[F:13][C:14]([F:27])([F:26])[S:15](O[S:15]([C:14]([F:27])([F:26])[F:13])(=[O:17])=[O:16])(=[O:17])=[O:16].C(=O)(O)[O-].[Na+], predict the reaction product. The product is: [F:13][C:14]([F:27])([F:26])[S:15]([O:12][C:3]1[N:4]=[C:5]2[CH2:11][CH2:10][CH2:9][O:8][C:6]2=[N:7][C:2]=1[CH3:1])(=[O:17])=[O:16]. (2) Given the reactants [Cl:1][C:2]1[CH:7]=[CH:6][C:5]([C:8]2[S:9][C:10]([CH:13]=[O:14])=[CH:11][N:12]=2)=[CH:4][CH:3]=1.[CH3:15][Mg]Cl, predict the reaction product. The product is: [Cl:1][C:2]1[CH:3]=[CH:4][C:5]([C:8]2[S:9][C:10]([CH:13]([OH:14])[CH3:15])=[CH:11][N:12]=2)=[CH:6][CH:7]=1. (3) Given the reactants Br[C:2]1[CH:3]=[C:4]([CH:37]=[CH:38][CH:39]=1)[CH2:5][N:6]1[C:10]2[CH:11]=[CH:12][C:13]([O:15][CH2:16][C:17]3[CH:26]=[CH:25][C:24]4[C:19](=[CH:20][CH:21]=[CH:22][CH:23]=4)[N:18]=3)=[CH:14][C:9]=2[N:8]=[C:7]1[C@@H:27]1[C@H:29]([C:30]([O:32]CC)=[O:31])[C:28]1([CH3:36])[CH3:35].[CH3:40][O:41][C:42]1[N:47]=[CH:46][C:45](B(O)O)=[CH:44][N:43]=1, predict the reaction product. The product is: [CH3:40][O:41][C:42]1[N:47]=[CH:46][C:45]([C:2]2[CH:3]=[C:4]([CH:37]=[CH:38][CH:39]=2)[CH2:5][N:6]2[C:10]3[CH:11]=[CH:12][C:13]([O:15][CH2:16][C:17]4[CH:26]=[CH:25][C:24]5[C:19](=[CH:20][CH:21]=[CH:22][CH:23]=5)[N:18]=4)=[CH:14][C:9]=3[N:8]=[C:7]2[C@@H:27]2[C@H:29]([C:30]([OH:32])=[O:31])[C:28]2([CH3:36])[CH3:35])=[CH:44][N:43]=1. (4) The product is: [C:1]([C:5]1[CH:6]=[C:7](/[CH:19]=[CH:20]/[C:21](=[O:29])[C:22]2[CH:23]=[CH:24][C:25]([CH3:28])=[CH:26][CH:27]=2)[CH:8]=[C:9]2[C:14]=1[O:13][C:12](=[O:15])[C:35]([C:34]([N:36]([CH2:44][CH3:39])[CH2:37][CH3:38])=[O:31])=[CH:10]2)([CH3:2])([CH3:3])[CH3:4]. Given the reactants [C:1]([C:5]1[CH:6]=[C:7](/[CH:19]=[CH:20]/[C:21](=[O:29])[C:22]2[CH:27]=[CH:26][C:25]([CH3:28])=[CH:24][CH:23]=2)[CH:8]=[C:9]2[C:14]=1[O:13][C:12](=[O:15])C(C(O)=O)=[CH:10]2)([CH3:4])([CH3:3])[CH3:2].S(Cl)(Cl)=[O:31].[CH2:34]([NH:36][CH2:37][CH3:38])[CH3:35].[CH:39]1[CH:44]=CC=CC=1, predict the reaction product. (5) The product is: [CH3:14][NH:15][C:16]1[S:17][C:11]([C:1]2[C:10]3[C:5](=[CH:6][CH:7]=[CH:8][CH:9]=3)[CH:4]=[CH:3][CH:2]=2)=[N:19][N:18]=1. Given the reactants [C:1]1([C:11](O)=O)[C:10]2[C:5](=[CH:6][CH:7]=[CH:8][CH:9]=2)[CH:4]=[CH:3][CH:2]=1.[CH3:14][NH:15][C:16]([NH:18][NH2:19])=[S:17].C(N(CC)CC)C.CCCP(=O)=O, predict the reaction product. (6) Given the reactants [CH2:1]([OH:7])[CH2:2][CH2:3][CH2:4][C:5]#[CH:6].[CH2:8]([N:15]=[N+:16]=[N-:17])[C:9]1[CH:14]=[CH:13][CH:12]=[CH:11][CH:10]=1.O=C1O[C@H]([C@H](CO)O)C([O-])=C1O.[Na+].C, predict the reaction product. The product is: [CH2:8]([N:15]1[CH:6]=[C:5]([CH2:4][CH2:3][CH2:2][CH2:1][OH:7])[N:17]=[N:16]1)[C:9]1[CH:14]=[CH:13][CH:12]=[CH:11][CH:10]=1. (7) Given the reactants ClC1C=CC(C2SC(C3C=CC=CC=3OC(F)F)NN=2)=CC=1.CCN(C(C)C)C(C)C.[F:32][C:33]1[CH:41]=[CH:40][CH:39]=[CH:38][C:34]=1[C:35](Cl)=[O:36], predict the reaction product. The product is: [F:32][C:33]1[CH:41]=[CH:40][CH:39]=[CH:38][C:34]=1[CH:35]=[O:36]. (8) Given the reactants [Cl:1][C:2]1[C:7]([O:8][C:9]2[CH:14]=[CH:13][C:12]([NH:15][C:16](=[O:18])[CH3:17])=[C:11]([CH3:19])[CH:10]=2)=[C:6]([F:20])[C:5]([C@H:21]([NH:24][S@@](C(C)(C)C)=O)[CH2:22][CH3:23])=[CH:4][CH:3]=1.Cl.[C:32]([NH2:38])(=[O:37])[CH2:33][C:34]([CH3:36])=O, predict the reaction product. The product is: [ClH:1].[C:16]([NH:15][C:12]1[CH:13]=[CH:14][C:9]([O:8][C:7]2[C:6]([F:20])=[C:5]([C@H:21]([NH:24][C@@H:34]([CH3:36])[CH2:33][C:32]([NH2:38])=[O:37])[CH2:22][CH3:23])[CH:4]=[CH:3][C:2]=2[Cl:1])=[CH:10][C:11]=1[CH3:19])(=[O:18])[CH3:17]. (9) Given the reactants Cl.[CH2:2]([NH:9][CH2:10][C:11]1[CH:16]=[CH:15][CH:14]=[CH:13][CH:12]=1)[C:3]1[CH:8]=[CH:7][CH:6]=[CH:5][CH:4]=1.[C:17]1(=O)[CH2:21][CH2:20][CH2:19][CH2:18]1.[C-:23]#[N:24].[K+], predict the reaction product. The product is: [C:11]1([CH2:10][N:9]([CH2:2][C:3]2[CH:8]=[CH:7][CH:6]=[CH:5][CH:4]=2)[C:17]2([C:23]#[N:24])[CH2:21][CH2:20][CH2:19][CH2:18]2)[CH:16]=[CH:15][CH:14]=[CH:13][CH:12]=1.